This data is from Catalyst prediction with 721,799 reactions and 888 catalyst types from USPTO. The task is: Predict which catalyst facilitates the given reaction. (1) Reactant: [CH3:1][O:2][C:3]1[CH:40]=[CH:39][C:6]([CH2:7][N:8]([CH2:30][C:31]2[CH:36]=[CH:35][C:34]([O:37][CH3:38])=[CH:33][CH:32]=2)[C:9]2[N:14]=[CH:13][C:12]([C:15]3[C:16]4[CH2:29][CH2:28][NH:27][C:17]=4[N:18]=[C:19]([N:21]4[CH2:26][CH2:25][O:24][CH2:23][CH2:22]4)[N:20]=3)=[CH:11][N:10]=2)=[CH:5][CH:4]=1.N1C=CC=CC=1.ClC(Cl)(O[C:51](=[O:57])OC(Cl)(Cl)Cl)Cl.[CH2:59]([N:61]1[CH2:66][CH2:65][N:64]([C:67]2[CH:72]=[C:71]([F:73])[C:70]([NH2:74])=[C:69]([F:75])[CH:68]=2)[CH2:63][CH2:62]1)[CH3:60]. Product: [CH2:59]([N:61]1[CH2:66][CH2:65][N:64]([C:67]2[CH:68]=[C:69]([F:75])[C:70]([NH:74][C:51]([N:27]3[C:17]4[N:18]=[C:19]([N:21]5[CH2:26][CH2:25][O:24][CH2:23][CH2:22]5)[N:20]=[C:15]([C:12]5[CH:11]=[N:10][C:9]([N:8]([CH2:7][C:6]6[CH:5]=[CH:4][C:3]([O:2][CH3:1])=[CH:40][CH:39]=6)[CH2:30][C:31]6[CH:32]=[CH:33][C:34]([O:37][CH3:38])=[CH:35][CH:36]=6)=[N:14][CH:13]=5)[C:16]=4[CH2:29][CH2:28]3)=[O:57])=[C:71]([F:73])[CH:72]=2)[CH2:63][CH2:62]1)[CH3:60]. The catalyst class is: 4. (2) Reactant: [CH3:1][N:2]1[CH:6]=[C:5]([C:7]2[CH:30]=[CH:29][C:10]([NH:11][C:12]3[C:16]4[CH2:17][N:18]([C:21](=[O:23])[CH3:22])[CH2:19][CH2:20][C:15]=4[N:14]([C@H:24]4[CH2:28][CH2:27][O:26][CH2:25]4)[N:13]=3)=[CH:9][CH:8]=2)[CH:4]=[N:3]1.[H-].[Na+].[CH2:33](Br)[C:34]1[CH:39]=[CH:38][CH:37]=[CH:36][CH:35]=1. Product: [CH2:33]([N:11]([C:12]1[C:16]2[CH2:17][N:18]([C:21](=[O:23])[CH3:22])[CH2:19][CH2:20][C:15]=2[N:14]([C@H:24]2[CH2:28][CH2:27][O:26][CH2:25]2)[N:13]=1)[C:10]1[CH:9]=[CH:8][C:7]([C:5]2[CH:4]=[N:3][N:2]([CH3:1])[CH:6]=2)=[CH:30][CH:29]=1)[C:34]1[CH:39]=[CH:38][CH:37]=[CH:36][CH:35]=1. The catalyst class is: 3. (3) The catalyst class is: 3. Reactant: [CH3:1][C:2]1[CH:3]=[C:4]([NH:17][C:18]2[N:23]=[C:22]([C:24]([F:27])([F:26])[F:25])[CH:21]=[CH:20][N:19]=2)[CH:5]=[C:6](B2OC(C)(C)C(C)(C)O2)[CH:7]=1.Br[C:29]1[S:33][C:32]([N:34]2[CH2:40][CH2:39][CH2:38][NH:37][C:36](=[O:41])[CH2:35]2)=[N:31][CH:30]=1.C([O-])([O-])=O.[Na+].[Na+]. Product: [CH3:1][C:2]1[CH:7]=[C:6]([C:29]2[S:33][C:32]([N:34]3[CH2:40][CH2:39][CH2:38][NH:37][C:36](=[O:41])[CH2:35]3)=[N:31][CH:30]=2)[CH:5]=[C:4]([NH:17][C:18]2[N:23]=[C:22]([C:24]([F:27])([F:25])[F:26])[CH:21]=[CH:20][N:19]=2)[CH:3]=1. (4) Reactant: [N:1]1[C:8](Cl)=[N:7][C:5](Cl)=[N:4][C:2]=1Cl.[F:10][C:11]1C=C(C=CC=1N)OC.CC[N:22]([CH:26]([CH3:28])[CH3:27])C(C)C.[CH:29]1([NH2:36])[CH2:35][CH2:34][CH2:33][CH2:32][CH2:31][CH2:30]1.[CH3:37][N:38]([CH3:42])[CH2:39][CH2:40][NH2:41].[C:43]([O:46][CH2:47][CH3:48])(=O)C. Product: [CH:29]1([NH:36][C:2]2[N:4]=[C:5]([NH:41][CH2:40][CH2:39][N:38]([CH3:42])[CH3:37])[N:7]=[C:8]([NH:22][C:26]3[CH:27]=[CH:48][C:47]([O:46][CH3:43])=[C:11]([F:10])[CH:28]=3)[N:1]=2)[CH2:35][CH2:34][CH2:33][CH2:32][CH2:31][CH2:30]1. The catalyst class is: 23. (5) Reactant: Cl[C:2]1[C:3]2[N:26]=[CH:25][CH:24]=[CH:23][C:4]=2[C:5]([N:8]2[CH2:13][CH2:12][N:11]([C:14]([C:16]3[CH:21]=[CH:20][CH:19]=[CH:18][CH:17]=3)=[O:15])[CH2:10][C@H:9]2[CH3:22])=[N:6][N:7]=1.[C:27]1(B(O)O)[CH:32]=[CH:31][CH:30]=[CH:29][CH:28]=1.C(=O)([O-])[O-].[Na+].[Na+]. The catalyst class is: 73. Product: [CH3:22][C@H:9]1[N:8]([C:5]2[C:4]3[CH:23]=[CH:24][CH:25]=[N:26][C:3]=3[C:2]([C:27]3[CH:32]=[CH:31][CH:30]=[CH:29][CH:28]=3)=[N:7][N:6]=2)[CH2:13][CH2:12][N:11]([C:14]([C:16]2[CH:21]=[CH:20][CH:19]=[CH:18][CH:17]=2)=[O:15])[CH2:10]1. (6) Reactant: [O:1]=[S:2]1(=[O:37])[CH2:7][CH2:6][N:5]([C:8]2[CH:13]=[CH:12][C:11]([C:14]3[S:18][C:17]([C:19]4[CH:24]=[CH:23][C:22]([F:25])=[CH:21][N:20]=4)=[N:16][C:15]=3[C@@H:26]3[CH2:31][CH2:30][C@H:29]([F:32])[CH2:28][C@H:27]3[C:33]([O:35]C)=[O:34])=[CH:10][CH:9]=2)[CH2:4][CH2:3]1.[OH-].[Na+]. Product: [O:37]=[S:2]1(=[O:1])[CH2:3][CH2:4][N:5]([C:8]2[CH:13]=[CH:12][C:11]([C:14]3[S:18][C:17]([C:19]4[CH:24]=[CH:23][C:22]([F:25])=[CH:21][N:20]=4)=[N:16][C:15]=3[C@@H:26]3[CH2:31][CH2:30][C@H:29]([F:32])[CH2:28][C@H:27]3[C:33]([OH:35])=[O:34])=[CH:10][CH:9]=2)[CH2:6][CH2:7]1. The catalyst class is: 1. (7) Reactant: [Cl:1][C:2]1[CH:7]=[CH:6][CH:5]=[C:4]([Cl:8])[C:3]=1[NH:9][C:10]1[CH:11]=[C:12]([NH:21][C:22]2[CH:27]=[CH:26][C:25]([N:28]3[CH2:33][CH2:32][N:31](C(OC(C)(C)C)=O)[CH2:30][CH2:29]3)=[CH:24][C:23]=2[O:41][CH3:42])[C:13]2[C:18](=[O:19])[NH:17][N:16]=[CH:15][C:14]=2[N:20]=1.[F:43][C:44]([F:49])([F:48])[C:45]([OH:47])=[O:46]. Product: [Cl:1][C:2]1[CH:7]=[CH:6][CH:5]=[C:4]([Cl:8])[C:3]=1[NH:9][C:10]1[CH:11]=[C:12]([NH:21][C:22]2[CH:27]=[CH:26][C:25]([N:28]3[CH2:33][CH2:32][NH:31][CH2:30][CH2:29]3)=[CH:24][C:23]=2[O:41][CH3:42])[C:13]2[C:18](=[O:19])[NH:17][N:16]=[CH:15][C:14]=2[N:20]=1.[F:43][C:44]([F:49])([F:48])[C:45]([O-:47])=[O:46]. The catalyst class is: 4. (8) Reactant: [CH3:1][C:2]1([CH3:19])[C:6]([CH3:8])([CH3:7])[O:5][B:4]([C:9]2[CH:18]=[CH:17][C:12]3[O:13][CH2:14][CH2:15][NH:16][C:11]=3[CH:10]=2)[O:3]1.N1C=CC=CC=1.[S:26](Cl)([CH3:29])(=[O:28])=[O:27]. Product: [CH3:29][S:26]([N:16]1[CH2:15][CH2:14][O:13][C:12]2[CH:17]=[CH:18][C:9]([B:4]3[O:3][C:2]([CH3:19])([CH3:1])[C:6]([CH3:7])([CH3:8])[O:5]3)=[CH:10][C:11]1=2)(=[O:28])=[O:27]. The catalyst class is: 4.